Predict the reaction yield, written as a fraction of the theoretical maximum amount of product (1.0 means a 100% yield; for example, 0.34 means a 34% yield). From a dataset of Reaction yield outcomes from USPTO patents with 853,638 reactions. (1) The reactants are [Br:1][C:2]1[CH:10]=[CH:9][CH:8]=[C:7]2[C:3]=1[CH:4]=[CH:5][N:6]2[C:11]1[CH:16]=[CH:15][N:14]=[C:13](S(C)=O)[N:12]=1.[CH2:20]([O:22][C:23]([CH:25]1[CH2:30][CH2:29][CH:28]([NH2:31])[CH2:27][CH2:26]1)=[O:24])[CH3:21]. The catalyst is O1CCOCC1. The product is [CH2:20]([O:22][C:23]([CH:25]1[CH2:30][CH2:29][CH:28]([NH:31][C:13]2[N:12]=[C:11]([N:6]3[C:7]4[C:3](=[C:2]([Br:1])[CH:10]=[CH:9][CH:8]=4)[CH:4]=[CH:5]3)[CH:16]=[CH:15][N:14]=2)[CH2:27][CH2:26]1)=[O:24])[CH3:21]. The yield is 0.890. (2) The product is [CH3:14][C@H:10]1[O:11][CH2:12][CH2:13][NH:8][C@@H:9]1[C:15]([OH:17])=[O:16]. The catalyst is CO.[Pd]. The yield is 0.850. The reactants are C([N:8]1[CH2:13][CH2:12][O:11][C@H:10]([CH3:14])[C@H:9]1[C:15]([O:17]CC1C=CC=CC=1)=[O:16])C1C=CC=CC=1.